From a dataset of Peptide-MHC class I binding affinity with 185,985 pairs from IEDB/IMGT. Regression. Given a peptide amino acid sequence and an MHC pseudo amino acid sequence, predict their binding affinity value. This is MHC class I binding data. The peptide sequence is PKIFEDQLL. The MHC is H-2-Kb with pseudo-sequence H-2-Kb. The binding affinity (normalized) is 0.0808.